This data is from Forward reaction prediction with 1.9M reactions from USPTO patents (1976-2016). The task is: Predict the product of the given reaction. (1) Given the reactants [Br:1][C:2]1[CH:11]=[C:10]([Cl:12])[CH:9]=[CH:8][C:3]=1[C:4]([NH:6][NH2:7])=[O:5].[CH2:13]([N:16]=[C:17]=[O:18])[CH:14]=[CH2:15], predict the reaction product. The product is: [CH2:13]([NH:16][C:17]([NH:7][NH:6][C:4](=[O:5])[C:3]1[CH:8]=[CH:9][C:10]([Cl:12])=[CH:11][C:2]=1[Br:1])=[O:18])[CH:14]=[CH2:15]. (2) Given the reactants [Li]CCCC.[CH3:6][C:7]([O-:10])(C)[CH3:8].[K+].[F:12][C:13]1[CH:18]=[CH:17][CH:16]=[C:15]([C:19]([F:22])([F:21])[F:20])[CH:14]=1.C1OC1C, predict the reaction product. The product is: [F:12][C:13]1[CH:18]=[CH:17][CH:16]=[C:15]([C:19]([F:20])([F:21])[F:22])[C:14]=1[CH2:6][CH:7]([OH:10])[CH3:8]. (3) Given the reactants [CH2:1]([OH:12])[C@H:2]([C@H:4]([C@@H:6]([C@@H:8]([CH2:10][OH:11])[OH:9])[OH:7])[OH:5])[OH:3].CO[C:15]1[CH:34]=[CH:33][C:18]([C:19](Cl)([C:26]2[CH:31]=[CH:30][CH:29]=[CH:28][CH:27]=2)[C:20]2[CH:25]=[CH:24][CH:23]=[CH:22][CH:21]=2)=[CH:17][CH:16]=1.C(Cl)Cl, predict the reaction product. The product is: [C:19]([O:11][CH2:10][C@H:8]([C@H:6]([C@@H:4]([C@@H:2]([CH2:1][O:12][C:19]([C:18]1[CH:33]=[CH:34][CH:15]=[CH:16][CH:17]=1)([C:26]1[CH:27]=[CH:28][CH:29]=[CH:30][CH:31]=1)[C:20]1[CH:21]=[CH:22][CH:23]=[CH:24][CH:25]=1)[OH:3])[OH:5])[OH:7])[OH:9])([C:26]1[CH:31]=[CH:30][CH:29]=[CH:28][CH:27]=1)([C:20]1[CH:25]=[CH:24][CH:23]=[CH:22][CH:21]=1)[C:18]1[CH:33]=[CH:34][CH:15]=[CH:16][CH:17]=1. (4) Given the reactants C[O:2][C:3]([C:5]1[N:6]([S:33]([C:36]2[CH:41]=[CH:40][C:39]([CH3:42])=[CH:38][CH:37]=2)(=[O:35])=[O:34])[C:7]2[C:12]([C:13]=1[C:14]1[C:22]3[C:17](=[CH:18][CH:19]=[CH:20][CH:21]=3)[N:16](S(C3C=CC(C)=CC=3)(=O)=O)[CH:15]=1)=[CH:11][CH:10]=[CH:9][CH:8]=2)=[O:4].[Li+].[OH-], predict the reaction product. The product is: [NH:16]1[C:17]2[C:22](=[CH:21][CH:20]=[CH:19][CH:18]=2)[C:14]([C:13]2[C:12]3[C:7](=[CH:8][CH:9]=[CH:10][CH:11]=3)[N:6]([S:33]([C:36]3[CH:41]=[CH:40][C:39]([CH3:42])=[CH:38][CH:37]=3)(=[O:34])=[O:35])[C:5]=2[C:3]([OH:4])=[O:2])=[CH:15]1. (5) Given the reactants [Cl:1][C:2]1[CH:7]=[C:6]([F:8])[C:5]([CH:9]([CH:22]2[CH2:24][CH2:23]2)[C:10]2[C:18]3[C:13](=[C:14]([CH2:19][S:20][CH3:21])[CH:15]=[CH:16][CH:17]=3)[NH:12][CH:11]=2)=[C:4]([F:25])[CH:3]=1.ClC1C=CC(C(C2CC2)C2C3C(=C(CS(C)=[O:45])C=CC=3)NC=2)=CC=1, predict the reaction product. The product is: [Cl:1][C:2]1[CH:7]=[C:6]([F:8])[C:5]([CH:9]([CH:22]2[CH2:24][CH2:23]2)[C:10]2[C:18]3[C:13](=[C:14]([CH2:19][S:20]([CH3:21])=[O:45])[CH:15]=[CH:16][CH:17]=3)[NH:12][CH:11]=2)=[C:4]([F:25])[CH:3]=1. (6) Given the reactants [F:1][C:2]1[CH:7]=[CH:6][C:5]([N:8]2[C:16]3[C:11](=[CH:12][C:13](/[CH:18]=[CH:19]/[C:20]([O:22]CC)=[O:21])=[C:14]([CH3:17])[CH:15]=3)[CH:10]=[N:9]2)=[CH:4][CH:3]=1, predict the reaction product. The product is: [F:1][C:2]1[CH:3]=[CH:4][C:5]([N:8]2[C:16]3[C:11](=[CH:12][C:13]([CH2:18][CH2:19][C:20]([OH:22])=[O:21])=[C:14]([CH3:17])[CH:15]=3)[CH:10]=[N:9]2)=[CH:6][CH:7]=1. (7) Given the reactants [NH:1]([C:3]([NH:5][C:6]1[S:7][C:8]([C:12]([O:14][CH2:15][CH3:16])=[O:13])=[C:9]([CH3:11])[N:10]=1)=[O:4])[NH2:2].[CH:17](OC)(OC)OC.O.C1(C)C=CC(S(O)(=O)=O)=CC=1, predict the reaction product. The product is: [CH3:11][C:9]1[N:10]=[C:6]([N:5]2[C:3](=[O:4])[NH:1][N:2]=[CH:17]2)[S:7][C:8]=1[C:12]([O:14][CH2:15][CH3:16])=[O:13]. (8) Given the reactants [F:1][C:2]1[CH:10]=[CH:9][C:8]([C:11]([F:14])([F:13])[F:12])=[CH:7][C:3]=1[C:4](Cl)=[O:5].[NH2:15][C:16]1[CH:17]=[CH:18][C:19]([C:22]([O:24][CH3:25])=[O:23])=[N:20][CH:21]=1.N1C=CC=CC=1, predict the reaction product. The product is: [F:1][C:2]1[CH:10]=[CH:9][C:8]([C:11]([F:14])([F:13])[F:12])=[CH:7][C:3]=1[C:4]([NH:15][C:16]1[CH:17]=[CH:18][C:19]([C:22]([O:24][CH3:25])=[O:23])=[N:20][CH:21]=1)=[O:5].